Task: Predict the reactants needed to synthesize the given product.. Dataset: Full USPTO retrosynthesis dataset with 1.9M reactions from patents (1976-2016) Given the product [CH:31]([O:33][C:34](=[O:46])[CH2:35][CH2:36][N:37]([CH2:44][CH3:45])[C:38]1[CH:43]=[CH:42][C:41]([N:24]=[N:8][C:7]2[S:47][N:48]=[C:10]3[CH:2]=[CH:3][C:4]([N+:11]([O-:13])=[O:12])=[CH:5][C:6]=23)=[CH:40][CH:39]=1)=[CH2:32], predict the reactants needed to synthesize it. The reactants are: N[C:2]1[C:10]2S[N:8]=[CH:7][C:6]=2[CH:5]=[C:4]([N+:11]([O-:13])=[O:12])[CH:3]=1.S(=O)(=O)(O)O.P(=O)(O)(O)O.[N:24](OS(=O)(=O)O)=O.[CH:31]([O:33][C:34](=[O:46])[CH2:35][CH2:36][N:37]([CH2:44][CH3:45])[C:38]1[CH:43]=[CH:42][CH:41]=[CH:40][CH:39]=1)=[CH2:32].[S:47](=O)(=O)(O)[NH2:48].